From a dataset of Catalyst prediction with 721,799 reactions and 888 catalyst types from USPTO. Predict which catalyst facilitates the given reaction. (1) Reactant: [F:1][C:2]([F:16])([F:15])[C:3]1[CH:4]=[C:5]([CH:8]=[C:9]([C:11]([F:14])([F:13])[F:12])[CH:10]=1)[CH:6]=O.[NH2:17][C:18]1[CH:23]=[CH:22][CH:21]=[CH:20][CH:19]=1.[BH4-].[Na+]. Product: [F:1][C:2]([F:16])([F:15])[C:3]1[CH:4]=[C:5]([CH:8]=[C:9]([C:11]([F:14])([F:13])[F:12])[CH:10]=1)[CH2:6][NH:17][C:18]1[CH:23]=[CH:22][CH:21]=[CH:20][CH:19]=1. The catalyst class is: 11. (2) Reactant: [H-].[Na+].[C:3]([C:7]1[C:12]([F:13])=[CH:11][C:10]([OH:14])=[CH:9][C:8]=1[F:15])([CH3:6])([CH3:5])[CH3:4].Br[CH2:17][C:18]([O:20][C:21]([CH3:24])([CH3:23])[CH3:22])=[O:19]. Product: [C:21]([O:20][C:18](=[O:19])[CH2:17][O:14][C:10]1[CH:9]=[C:8]([F:15])[C:7]([C:3]([CH3:6])([CH3:4])[CH3:5])=[C:12]([F:13])[CH:11]=1)([CH3:24])([CH3:23])[CH3:22]. The catalyst class is: 1. (3) Reactant: Cl.Cl.Cl.Cl.[N:5]1([C@H:10]2[CH2:14][CH2:13][N:12]([C:15]3[CH:20]=[CH:19][C:18]([C@H:21]4[CH2:26][NH:25][CH2:24][CH2:23][NH:22]4)=[CH:17][CH:16]=3)[CH2:11]2)[CH2:9][CH2:8][CH2:7][CH2:6]1.C(N(CC)CC)C.Cl[C:35]1[N:40]([CH3:41])[C:39](=[O:42])[CH:38]=[C:37]([C:43]2[CH:48]=[CH:47][N:46]=[CH:45][CH:44]=2)[N:36]=1. Product: [N:5]1([CH:10]2[CH2:14][CH2:13][N:12]([C:15]3[CH:16]=[CH:17][C:18]([C@@H:21]4[NH:22][CH2:23][CH2:24][N:25]([C:35]5[N:40]([CH3:41])[C:39](=[O:42])[CH:38]=[C:37]([C:43]6[CH:44]=[CH:45][N:46]=[CH:47][CH:48]=6)[N:36]=5)[CH2:26]4)=[CH:19][CH:20]=3)[CH2:11]2)[CH2:6][CH2:7][CH2:8][CH2:9]1. The catalyst class is: 7. (4) Product: [C:1]([C:5]1[CH:31]=[C:8]2[N:9]=[C:10]([CH3:30])[C:11]([CH:22]([CH2:27][CH2:28][CH3:29])[C:23]([OH:25])=[O:24])=[C:12]([C:13]3[CH:18]=[CH:17][C:16]([CH:19]([CH3:21])[CH3:20])=[CH:15][CH:14]=3)[N:7]2[N:6]=1)([CH3:4])([CH3:2])[CH3:3]. Reactant: [C:1]([C:5]1[CH:31]=[C:8]2[N:9]=[C:10]([CH3:30])[C:11]([CH:22]([CH2:27][CH2:28][CH3:29])[C:23]([O:25]C)=[O:24])=[C:12]([C:13]3[CH:18]=[CH:17][C:16]([CH:19]([CH3:21])[CH3:20])=[CH:15][CH:14]=3)[N:7]2[N:6]=1)([CH3:4])([CH3:3])[CH3:2].[OH-].[Na+]. The catalyst class is: 5. (5) Product: [Br:1][C:2]1[CH:7]=[C:6]([F:8])[CH:5]=[CH:4][C:3]=1[N:9]1[C:19]([CH3:20])=[CH:18][CH:17]=[C:11]([C:12]#[N:13])[C:10]1=[O:14]. Reactant: [Br:1][C:2]1[CH:7]=[C:6]([F:8])[CH:5]=[CH:4][C:3]=1[NH:9][C:10](=[O:14])[CH2:11][C:12]#[N:13].CO/[CH:17]=[CH:18]/[C:19](=O)[CH3:20].N12CCN(CC1)CC2.COCCOCCO. The catalyst class is: 13. (6) Reactant: [OH:1][C:2]1[CH:11]=[C:10]([OH:12])[CH:9]=[CH:8][C:3]=1[C:4]([O:6][CH3:7])=[O:5].I[CH:14]([CH3:16])[CH3:15]. Product: [OH:1][C:2]1[CH:11]=[C:10]([O:12][CH:14]([CH3:16])[CH3:15])[CH:9]=[CH:8][C:3]=1[C:4]([O:6][CH3:7])=[O:5].[OH:12][C:10]1[CH:9]=[CH:8][C:3]([C:4]([O:6][CH3:7])=[O:5])=[C:2]([O:1][CH:14]([CH3:16])[CH3:15])[CH:11]=1. The catalyst class is: 48. (7) Reactant: [S:1]1[CH:5]=[C:4]([C:6](Cl)=[O:7])[N:3]=[CH:2]1.[Br:9][C:10]1[N:15]=[CH:14][C:13]([NH2:16])=[C:12]([CH3:17])[CH:11]=1. Product: [Br:9][C:10]1[N:15]=[CH:14][C:13]([NH:16][C:6]([C:4]2[N:3]=[CH:2][S:1][CH:5]=2)=[O:7])=[C:12]([CH3:17])[CH:11]=1. The catalyst class is: 2. (8) Reactant: [Cl:1][C:2]1[CH:3]=[CH:4][C:5]2[NH:11]/[C:10](=[N:12]\[NH2:13])/[CH:9]([CH2:14][C:15]3[S:16][C:17]([CH2:20][CH2:21][C:22]([O:24][CH3:25])=[O:23])=[CH:18][N:19]=3)[CH2:8][CH:7]([C:26]3[CH:31]=[CH:30][CH:29]=[C:28]([O:32][CH3:33])[C:27]=3[O:34][CH3:35])[C:6]=2[CH:36]=1.[F:37][C:38]([F:49])([F:48])[C:39](O[C:39](=O)[C:38]([F:49])([F:48])[F:37])=O.FC(F)(F)C(O)=O.C1(C)C=CC=CC=1. Product: [Cl:1][C:2]1[CH:3]=[CH:4][C:5]2[N:11]3[C:39]([C:38]([F:49])([F:48])[F:37])=[N:13][N:12]=[C:10]3[CH:9]([CH2:14][C:15]3[S:16][C:17]([CH2:20][CH2:21][C:22]([O:24][CH3:25])=[O:23])=[CH:18][N:19]=3)[CH2:8][CH:7]([C:26]3[CH:31]=[CH:30][CH:29]=[C:28]([O:32][CH3:33])[C:27]=3[O:34][CH3:35])[C:6]=2[CH:36]=1. The catalyst class is: 4. (9) Reactant: Br[C:2]1[CH:11]=[CH:10][CH:9]=[C:8]2[C:3]=1[CH:4]=[CH:5][N:6]=[CH:7]2.[CH3:12][N:13]1[CH2:18][CH2:17][NH:16][C:15](=[O:19])[CH2:14]1.N1C2C(=CC=C3C=2N=CC=C3)C=CC=1.C(=O)([O-])[O-].[K+].[K+]. Product: [CH:7]1[C:8]2[C:3](=[C:2]([N:16]3[CH2:17][CH2:18][N:13]([CH3:12])[CH2:14][C:15]3=[O:19])[CH:11]=[CH:10][CH:9]=2)[CH:4]=[CH:5][N:6]=1. The catalyst class is: 419. (10) Reactant: [Cl:1][C:2]1[N:7]=[C:6]([NH:8][C:9]2[CH:10]=[C:11]3[C:15](=[CH:16][CH:17]=2)[NH:14][N:13]=[CH:12]3)[C:5]([CH3:18])=[CH:4][N:3]=1.[CH3:19][C:20]([O:23][C:24](O[C:24]([O:23][C:20]([CH3:22])([CH3:21])[CH3:19])=[O:25])=[O:25])([CH3:22])[CH3:21]. Product: [C:20]([O:23][C:24]([N:8]([C:6]1[C:5]([CH3:18])=[CH:4][N:3]=[C:2]([Cl:1])[N:7]=1)[C:9]1[CH:10]=[C:11]2[C:15](=[CH:16][CH:17]=1)[N:14]([C:24]([O:23][C:20]([CH3:22])([CH3:21])[CH3:19])=[O:25])[N:13]=[CH:12]2)=[O:25])([CH3:22])([CH3:21])[CH3:19]. The catalyst class is: 808.